This data is from Reaction yield outcomes from USPTO patents with 853,638 reactions. The task is: Predict the reaction yield, written as a fraction of the theoretical maximum amount of product (1.0 means a 100% yield; for example, 0.34 means a 34% yield). (1) The reactants are [CH2:1]([C:3]1[N:4]=[C:5]([CH2:27][CH2:28][CH3:29])[N:6]([CH2:12][C:13]2[CH:18]=[CH:17][C:16]([C:19]3[C:20]([C:25]#[N:26])=[CH:21][CH:22]=[CH:23][CH:24]=3)=[CH:15][CH:14]=2)[C:7](=[O:11])[C:8]=1[CH:9]=[O:10])[CH3:2].P([O-])(O)(O)=[O:31].[Na+].CC(=CC)C.Cl([O-])=O.[Na+]. The catalyst is C(O)(C)(C)C.C(OCC)(=O)C.O. The product is [C:25]([C:20]1[CH:21]=[CH:22][CH:23]=[CH:24][C:19]=1[C:16]1[CH:17]=[CH:18][C:13]([CH2:12][N:6]2[C:7](=[O:11])[C:8]([C:9]([OH:31])=[O:10])=[C:3]([CH2:1][CH3:2])[N:4]=[C:5]2[CH2:27][CH2:28][CH3:29])=[CH:14][CH:15]=1)#[N:26]. The yield is 1.00. (2) The reactants are [CH3:1][C:2]1[CH:10]=[CH:9][CH:8]=[CH:7][C:3]=1[C:4](Cl)=[O:5].[OH2:11]. The catalyst is C1COCC1. The product is [CH3:1][C:2]1[CH:10]=[CH:9][CH:8]=[CH:7][C:3]=1[C:4]([O:11][C:2]1[CH:10]=[CH:9][CH:8]=[CH:7][CH:3]=1)=[O:5]. The yield is 0.640. (3) The reactants are [Cl:1][C:2]1[C:7]([F:8])=[C:6]([C:9]([OH:11])=O)[CH:5]=[CH:4][N:3]=1.[NH2:12][CH2:13][CH2:14][OH:15]. No catalyst specified. The product is [Cl:1][C:2]1[C:7]([F:8])=[C:6]([C:9]([NH:12][CH2:13][CH2:14][OH:15])=[O:11])[CH:5]=[CH:4][N:3]=1. The yield is 0.530. (4) The reactants are [CH2:1]([O:3][C:4](=[O:12])[CH:5]([O:9][CH2:10][CH3:11])[C:6]([OH:8])=O)[CH3:2].F[P-](F)(F)(F)(F)F.N1(O[P+](N(C)C)(N(C)C)N(C)C)C2C=CC=CC=2N=N1.Cl.[NH2:41][CH2:42][C:43]1[CH:50]=[CH:49][C:46]([C:47]#[N:48])=[CH:45][CH:44]=1.C(N(C(C)C)C(C)C)C. The catalyst is C1COCC1. The product is [CH2:1]([O:3][C:4](=[O:12])[CH:5]([O:9][CH2:10][CH3:11])[C:6]([NH:48][CH2:47][C:46]1[CH:49]=[CH:50][C:43]([C:42]#[N:41])=[CH:44][CH:45]=1)=[O:8])[CH3:2]. The yield is 0.680. (5) The product is [C:18]([O:17][C:15](=[O:16])[C@@H:14]([N:13]1[CH:7]([NH:13][CH:14]([C:15]([O:17][C:18]([CH3:19])([CH3:21])[CH3:20])=[O:16])[CH2:22][CH3:23])[CH2:6][C:5]2[C:10](=[CH:11][C:2]([Cl:1])=[CH:3][CH:4]=2)[C:9]1=[O:12])[CH2:22][CH3:23])([CH3:19])([CH3:21])[CH3:20]. No catalyst specified. The yield is 0.640. The reactants are [Cl:1][C:2]1[CH:11]=[C:10]2[C:5]([CH:6]=[CH:7]O[C:9]2=[O:12])=[CH:4][CH:3]=1.[NH2:13][C@@H:14]([CH2:22][CH3:23])[C:15]([O:17][C:18]([CH3:21])([CH3:20])[CH3:19])=[O:16].